The task is: Predict the product of the given reaction.. This data is from Forward reaction prediction with 1.9M reactions from USPTO patents (1976-2016). (1) Given the reactants CC(C)([O-])C.[K+].[CH3:7][C:8]1[N:9]([C:14]2[N:19]=[C:18]([CH2:20][CH2:21][CH2:22][OH:23])[CH:17]=[CH:16][CH:15]=2)[C:10]([CH3:13])=[CH:11][CH:12]=1.F[C:25]1[CH:30]=[CH:29][C:28]([N+:31]([O-:33])=[O:32])=[CH:27][CH:26]=1.C(OCC)(=O)C, predict the reaction product. The product is: [CH3:7][C:8]1[N:9]([C:14]2[CH:15]=[CH:16][CH:17]=[C:18]([CH2:20][CH2:21][CH2:22][O:23][C:25]3[CH:30]=[CH:29][C:28]([N+:31]([O-:33])=[O:32])=[CH:27][CH:26]=3)[N:19]=2)[C:10]([CH3:13])=[CH:11][CH:12]=1. (2) The product is: [CH3:1][C@H:2]1[CH2:7][CH2:6][C@H:5]([C:8]([Cl:13])=[O:10])[CH2:4][CH2:3]1. Given the reactants [CH3:1][C@H:2]1[CH2:7][CH2:6][C@H:5]([C:8]([OH:10])=O)[CH2:4][CH2:3]1.S(Cl)([Cl:13])=O, predict the reaction product. (3) Given the reactants [Br:1][C:2]1[CH:3]=[C:4]([C:8]2(O)[CH2:14][CH2:13][CH2:12][CH2:11][CH2:10][CH2:9]2)[CH:5]=[CH:6][CH:7]=1.O.Cl, predict the reaction product. The product is: [Br:1][C:2]1[CH:3]=[C:4]([C:8]2[CH2:14][CH2:13][CH2:12][CH2:11][CH2:10][CH:9]=2)[CH:5]=[CH:6][CH:7]=1. (4) Given the reactants [Si:1]([O:8][CH2:9][CH2:10][C:11]1[NH:12][C:13]2[C:18]([CH:19]=1)=[CH:17][CH:16]=[CH:15][CH:14]=2)([C:4]([CH3:7])([CH3:6])[CH3:5])([CH3:3])[CH3:2].I[C:21]1[CH:35]=[CH:34][C:24]([O:25][CH2:26][CH2:27][CH2:28][N:29]2[CH2:33][CH2:32][CH2:31][CH2:30]2)=[CH:23][CH:22]=1.CN(C)CCN.P([O-])([O-])([O-])=O.[K+].[K+].[K+], predict the reaction product. The product is: [Si:1]([O:8][CH2:9][CH2:10][C:11]1[N:12]([C:21]2[CH:22]=[CH:23][C:24]([O:25][CH2:26][CH2:27][CH2:28][N:29]3[CH2:30][CH2:31][CH2:32][CH2:33]3)=[CH:34][CH:35]=2)[C:13]2[C:18]([CH:19]=1)=[CH:17][CH:16]=[CH:15][CH:14]=2)([C:4]([CH3:6])([CH3:7])[CH3:5])([CH3:3])[CH3:2]. (5) Given the reactants [F:1][C:2]([F:15])([F:14])[C:3]1[CH:8]=[CH:7][N:6]=[C:5]([C:9]2([C:12]#[N:13])[CH2:11][CH2:10]2)[N:4]=1.[CH3:16][C:17]([O:20][C:21](O[C:21]([O:20][C:17]([CH3:19])([CH3:18])[CH3:16])=[O:22])=[O:22])([CH3:19])[CH3:18].[BH4-].[Na+].NCCNCCN, predict the reaction product. The product is: [F:15][C:2]([F:1])([F:14])[C:3]1[CH:8]=[CH:7][N:6]=[C:5]([C:9]2([CH2:12][NH:13][C:21](=[O:22])[O:20][C:17]([CH3:19])([CH3:18])[CH3:16])[CH2:11][CH2:10]2)[N:4]=1. (6) Given the reactants [CH3:1][N:2]([CH3:25])[C:3]1[CH:8]=[CH:7][C:6]([C:9](=[O:24])[CH2:10][C:11]([C:13]2[CH:18]=[CH:17][C:16]([O:19][CH3:20])=[C:15]([O:21][CH3:22])[C:14]=2O)=[O:12])=[CH:5][CH:4]=1.CCOC(C)=O.CCCCCC, predict the reaction product. The product is: [CH3:1][N:2]([CH3:25])[C:3]1[CH:8]=[CH:7][C:6]([C:9]2[O:24][C:14]3[C:13]([C:11](=[O:12])[CH:10]=2)=[CH:18][CH:17]=[C:16]([O:19][CH3:20])[C:15]=3[O:21][CH3:22])=[CH:5][CH:4]=1. (7) Given the reactants [CH3:1][N:2]1[CH:6]=[CH:5][N:4]=[C:3]1[CH:7]=O.[CH3:9][O:10][C:11]1[CH:12]=[C:13]([CH:15]=[CH:16][CH:17]=1)[NH2:14], predict the reaction product. The product is: [CH3:9][O:10][C:11]1[CH:12]=[C:13]([CH:15]=[CH:16][CH:17]=1)[N:14]=[CH:7][C:3]1[N:2]([CH3:1])[CH:6]=[CH:5][N:4]=1. (8) Given the reactants [OH:1][CH:2]([CH2:14][N:15]1[CH2:20][CH2:19][CH2:18][CH2:17][CH2:16]1)[CH2:3][O:4][NH:5][C:6]([C:8]1[CH:9]=[N:10][CH:11]=[CH:12][CH:13]=1)=[NH:7].C(N(CC)CC)C.[C:28]([Cl:45])(=[O:44])[CH2:29][CH2:30][CH2:31][CH2:32][CH2:33][CH2:34][CH2:35][CH2:36][CH2:37][CH2:38][CH2:39][CH2:40][CH2:41][CH2:42][CH3:43], predict the reaction product. The product is: [ClH:45].[C:28]([O:1][CH:2]([CH2:14][N:15]1[CH2:20][CH2:19][CH2:18][CH2:17][CH2:16]1)[CH2:3][O:4][NH:5][C:6]([C:8]1[CH:9]=[N:10][CH:11]=[CH:12][CH:13]=1)=[NH:7])(=[O:44])[CH2:29][CH2:30][CH2:31][CH2:32][CH2:33][CH2:34][CH2:35][CH2:36][CH2:37][CH2:38][CH2:39][CH2:40][CH2:41][CH2:42][CH3:43]. (9) Given the reactants Cl[CH2:2][C:3]1[CH:8]=[CH:7][C:6]([CH2:9][CH2:10][C:11]2[N:12]=[C:13]([NH:16][C:17](=[O:19])[CH3:18])[S:14][CH:15]=2)=[CH:5][CH:4]=1.C(NC(N)=[S:25])(=O)C, predict the reaction product. The product is: [SH:25][CH2:2][C:3]1[CH:8]=[CH:7][C:6]([CH2:9][CH2:10][C:11]2[N:12]=[C:13]([NH:16][C:17](=[O:19])[CH3:18])[S:14][CH:15]=2)=[CH:5][CH:4]=1. (10) Given the reactants [Si:1]([O:8][CH2:9][C@@H:10]([N:16]([CH3:29])[C:17]([NH:19][CH2:20][C:21]1[CH:26]=[CH:25][CH:24]=[C:23]([F:27])[C:22]=1[Cl:28])=[O:18])[CH2:11][C@@H:12]([OH:15])[CH2:13][OH:14])([C:4]([CH3:7])([CH3:6])[CH3:5])([CH3:3])[CH3:2].CO[C:32](OC)([CH3:34])[CH3:33].CC1C=CC(S([O-])(=O)=O)=CC=1.C1C=C[NH+]=CC=1.C([O-])(O)=O.[Na+], predict the reaction product. The product is: [Si:1]([O:8][CH2:9][C@@H:10]([N:16]([CH3:29])[C:17]([NH:19][CH2:20][C:21]1[CH:26]=[CH:25][CH:24]=[C:23]([F:27])[C:22]=1[Cl:28])=[O:18])[CH2:11][C@@H:12]1[CH2:13][O:14][C:32]([CH3:34])([CH3:33])[O:15]1)([C:4]([CH3:5])([CH3:7])[CH3:6])([CH3:2])[CH3:3].